From a dataset of Catalyst prediction with 721,799 reactions and 888 catalyst types from USPTO. Predict which catalyst facilitates the given reaction. (1) Reactant: [H-].[Na+].C1([O:9][C:10](=[O:34])[NH:11][C:12]2[CH:17]=[CH:16][C:15]([S:18]([CH:21]([CH3:23])[CH3:22])(=[O:20])=[O:19])=[C:14]([CH2:24][N:25]([C:27]([O:29][C:30]([CH3:33])([CH3:32])[CH3:31])=[O:28])[CH3:26])[CH:13]=2)C=CC=CC=1.[Br:35][C:36]1[CH:41]=[CH:40][C:39]([CH2:42][CH2:43]O)=[C:38]([CH2:45][CH3:46])[CH:37]=1. Product: [Br:35][C:36]1[CH:41]=[CH:40][C:39]([CH2:42][CH2:43][O:9][C:10](=[O:34])[NH:11][C:12]2[CH:17]=[CH:16][C:15]([S:18]([CH:21]([CH3:23])[CH3:22])(=[O:20])=[O:19])=[C:14]([CH2:24][N:25]([C:27]([O:29][C:30]([CH3:32])([CH3:33])[CH3:31])=[O:28])[CH3:26])[CH:13]=2)=[C:38]([CH2:45][CH3:46])[CH:37]=1. The catalyst class is: 1. (2) Reactant: [CH:1]1([C:5]2[C:12]([C:13]3[NH:17][C:16]([O:18][CH2:19]C)=[N:15][N:14]=3)=[CH:11][C:8]([C:9]#[N:10])=[C:7]([CH3:21])[CH:6]=2)[CH2:4][CH2:3][CH2:2]1.CO. Product: [CH:1]1([C:5]2[C:12]([C:13]3[NH:17][C:16]([O:18][CH3:19])=[N:15][N:14]=3)=[CH:11][C:8]([C:9]#[N:10])=[C:7]([CH3:21])[CH:6]=2)[CH2:2][CH2:3][CH2:4]1. The catalyst class is: 14. (3) The catalyst class is: 60. Product: [F:5][C:6]1[CH:7]=[CH:8][C:9]2[N:13]=[C:12]([C:14]3[C:22]4[N:21]5[CH:23]=[CH:24][CH:25]=[C:20]5[CH:19]([NH:26][C:37]([C:36]5[C:31]6[CH:30]=[CH:29][NH:28][C:32]=6[N:33]=[CH:34][CH:35]=5)=[O:38])[C:18]=4[CH:17]=[CH:16][CH:15]=3)[NH:11][C:10]=2[CH:27]=1. Reactant: C(O)(=O)C.[F:5][C:6]1[CH:7]=[CH:8][C:9]2[N:13]=[C:12]([C:14]3[C:22]4[N:21]5[CH:23]=[CH:24][CH:25]=[C:20]5[CH:19]([NH2:26])[C:18]=4[CH:17]=[CH:16][CH:15]=3)[NH:11][C:10]=2[CH:27]=1.[NH:28]1[C:32]2[N:33]=[CH:34][CH:35]=[C:36]([C:37](O)=[O:38])[C:31]=2[CH:30]=[CH:29]1.C(N(C(C)C)CC)(C)C. (4) Reactant: [F:1][C:2]1[CH:17]=[CH:16][C:5]([CH2:6][NH:7][NH:8][C:9]([O:11][C:12]([CH3:15])([CH3:14])[CH3:13])=[O:10])=[CH:4][CH:3]=1.C(N(C(C)C)CC)(C)C.[CH2:27]([O:34][C:35]1[C:36]([C:46](Cl)=[O:47])=[CH:37][N:38]2[CH2:43][CH2:42][N:41]([CH3:44])[C:40](=[O:45])[C:39]=12)[C:28]1[CH:33]=[CH:32][CH:31]=[CH:30][CH:29]=1.C(Cl)(=O)C(Cl)=O. Product: [F:1][C:2]1[CH:17]=[CH:16][C:5]([CH2:6][N:7]([C:46]([C:36]2[C:35]([O:34][CH2:27][C:28]3[CH:33]=[CH:32][CH:31]=[CH:30][CH:29]=3)=[C:39]3[C:40](=[O:45])[N:41]([CH3:44])[CH2:42][CH2:43][N:38]3[CH:37]=2)=[O:47])[NH:8][C:9]([O:11][C:12]([CH3:13])([CH3:14])[CH3:15])=[O:10])=[CH:4][CH:3]=1. The catalyst class is: 139.